Dataset: Reaction yield outcomes from USPTO patents with 853,638 reactions. Task: Predict the reaction yield, written as a fraction of the theoretical maximum amount of product (1.0 means a 100% yield; for example, 0.34 means a 34% yield). (1) No catalyst specified. The product is [F:19][C:20]1[C:25]([F:26])=[CH:24][CH:23]=[CH:22][C:21]=1[C:27]1[CH:35]=[CH:34][CH:33]=[C:32]2[C:28]=1[C:29](=[CH:15][C:12]1[NH:11][C:8]3[CH2:9][CH2:10][N:5]([CH2:4][CH2:3][N:2]([CH3:18])[CH3:1])[C:6](=[O:17])[C:7]=3[C:13]=1[CH3:14])[C:30](=[O:36])[NH:31]2. The yield is 0.616. The reactants are [CH3:1][N:2]([CH3:18])[CH2:3][CH2:4][N:5]1[CH2:10][CH2:9][C:8]2[NH:11][C:12]([CH:15]=O)=[C:13]([CH3:14])[C:7]=2[C:6]1=[O:17].[F:19][C:20]1[C:25]([F:26])=[CH:24][CH:23]=[CH:22][C:21]=1[C:27]1[CH:35]=[CH:34][CH:33]=[C:32]2[C:28]=1[CH2:29][C:30](=[O:36])[NH:31]2. (2) The reactants are [OH:1][C:2]1[CH:3]=[C:4]2[C:9](=[CH:10][CH:11]=1)[C:8](=[O:12])[CH2:7][CH2:6][CH2:5]2.Cl[C:14]1[CH:19]=[CH:18][CH:17]=[C:16]([C:20]([F:23])([F:22])[F:21])[N:15]=1.C(=O)([O-])[O-].[K+].[K+]. The catalyst is C(#N)C.O. The product is [F:21][C:20]([F:23])([F:22])[C:16]1[N:15]=[C:14]([O:1][C:2]2[CH:3]=[C:4]3[C:9](=[CH:10][CH:11]=2)[C:8](=[O:12])[CH2:7][CH2:6][CH2:5]3)[CH:19]=[CH:18][CH:17]=1. The yield is 0.610. (3) The reactants are [C:1]([C:3]1[CH:8]=[CH:7][C:6]([CH:9]([CH3:29])[C:10]([NH:12][CH2:13][C:14]2[C:15]([N:24]3[CH2:28][CH2:27][CH2:26][CH2:25]3)=[N:16][C:17]([C:20]([F:23])([F:22])[F:21])=[CH:18][CH:19]=2)=[O:11])=[CH:5][C:4]=1[CH3:30])#[N:2].[BH4-].[Na+]. The catalyst is C(O)C. The product is [NH2:2][CH2:1][C:3]1[CH:8]=[CH:7][C:6]([CH:9]([CH3:29])[C:10]([NH:12][CH2:13][C:14]2[C:15]([N:24]3[CH2:25][CH2:26][CH2:27][CH2:28]3)=[N:16][C:17]([C:20]([F:23])([F:21])[F:22])=[CH:18][CH:19]=2)=[O:11])=[CH:5][C:4]=1[CH3:30]. The yield is 0.990.